Dataset: Forward reaction prediction with 1.9M reactions from USPTO patents (1976-2016). Task: Predict the product of the given reaction. (1) Given the reactants N[C:2]1[CH:3]=[C:4]([CH:8]=[C:9]([C:11]([F:14])([F:13])[F:12])[CH:10]=1)[C:5]([OH:7])=[O:6].[ClH:15], predict the reaction product. The product is: [Cl:15][C:2]1[CH:3]=[C:4]([CH:8]=[C:9]([C:11]([F:14])([F:13])[F:12])[CH:10]=1)[C:5]([OH:7])=[O:6]. (2) Given the reactants [O:1]1[CH:6]=[CH:5][CH2:4][CH2:3][CH2:2]1.C([Li])(C)(C)C.C([Sn](Cl)(CCCC)CCCC)CCC.[NH2:26][C:27]1[N:32]=[C:31](Br)[C:30]([C:34]#[N:35])=[C:29]([S:36][CH3:37])[N:28]=1, predict the reaction product. The product is: [NH2:26][C:27]1[N:32]=[C:31]([C:6]2[O:1][CH2:2][CH2:3][CH2:4][CH:5]=2)[C:30]([C:34]#[N:35])=[C:29]([S:36][CH3:37])[N:28]=1. (3) Given the reactants CC1C=CC(S(O[CH2:12][CH2:13][CH2:14][CH2:15][C:16]2[C:24]3[C:19](=[CH:20][CH:21]=[C:22]([C:25]#[N:26])[CH:23]=3)[NH:18][CH:17]=2)(=O)=O)=CC=1.[CH3:27][O:28][C:29]1[CH:34]=[C:33]([CH3:35])[N:32]=[C:31]([N:36]2[CH2:41][CH2:40][NH:39][CH2:38][CH2:37]2)[N:30]=1.C(=O)([O-])[O-].[K+].[K+].[I-].[K+], predict the reaction product. The product is: [CH3:27][O:28][C:29]1[CH:34]=[C:33]([CH3:35])[N:32]=[C:31]([N:36]2[CH2:37][CH2:38][N:39]([CH2:12][CH2:13][CH2:14][CH2:15][C:16]3[C:24]4[C:19](=[CH:20][CH:21]=[C:22]([C:25]#[N:26])[CH:23]=4)[NH:18][CH:17]=3)[CH2:40][CH2:41]2)[N:30]=1.